Dataset: Full USPTO retrosynthesis dataset with 1.9M reactions from patents (1976-2016). Task: Predict the reactants needed to synthesize the given product. (1) The reactants are: Cl.[CH2:2]([O:4][C:5](=[O:9])[CH2:6][CH2:7][NH2:8])[CH3:3].[Cl:10][C:11]1[CH:16]=[CH:15][C:14]([CH2:17][C:18](=O)[CH3:19])=[CH:13][CH:12]=1.C(O)(=O)C. Given the product [Cl:10][C:11]1[CH:16]=[CH:15][C:14]([CH2:17][CH:18]([NH:8][CH2:7][CH2:6][C:5]([O:4][CH2:2][CH3:3])=[O:9])[CH3:19])=[CH:13][CH:12]=1, predict the reactants needed to synthesize it. (2) Given the product [Cl:2][CH2:3][C:4]1[N:5]=[C:6]([NH:9][CH2:14][C:13]2[CH:16]=[CH:17][C:18]([O:20][CH3:21])=[CH:19][C:12]=2[O:11][CH3:10])[S:7][CH:8]=1, predict the reactants needed to synthesize it. The reactants are: Cl.[Cl:2][CH2:3][C:4]1[N:5]=[C:6]([NH2:9])[S:7][CH:8]=1.[CH3:10][O:11][C:12]1[CH:19]=[C:18]([O:20][CH3:21])[CH:17]=[CH:16][C:13]=1[CH:14]=O.CCN(C(C)C)C(C)C.C(O[BH-](OC(=O)C)OC(=O)C)(=O)C.[Na+]. (3) Given the product [C:16]([O:15][CH3:13])(=[O:21])[CH:17]=[CH2:18].[CH2:5]=[CH:4][C:3]1[CH:2]=[CH:7][CH:12]=[CH:11][CH:10]=1, predict the reactants needed to synthesize it. The reactants are: N1C=[CH:5][CH:4]=[CH:3][C:2]=1[C:7]1[CH:12]=[CH:11][CH:10]=CN=1.[CH2:13]([O:15][C:16](=[O:21])[C:17](Br)(C)[CH3:18])C.C(OC)(=O)C=C.C(OC)(=O)C(C)=C. (4) Given the product [F:1][C:2]1[CH:3]=[CH:4][C:5]([NH:8][C:9](=[O:29])[CH2:10][C:11]([NH:13][C:14]2[CH:19]=[CH:18][C:17]([O:20][C:21]3[CH:26]=[CH:25][N:24]=[C:23]([NH:27][C:38]([N:56]4[CH2:57][CH2:58][CH:53]([N:47]5[CH2:52][CH2:51][CH2:50][CH2:49][CH2:48]5)[CH2:54][CH2:55]4)=[O:39])[CH:22]=3)=[CH:16][C:15]=2[F:28])=[O:12])=[CH:6][CH:7]=1, predict the reactants needed to synthesize it. The reactants are: [F:1][C:2]1[CH:7]=[CH:6][C:5]([NH:8][C:9](=[O:29])[CH2:10][C:11]([NH:13][C:14]2[CH:19]=[CH:18][C:17]([O:20][C:21]3[CH:26]=[CH:25][N:24]=[C:23]([NH2:27])[CH:22]=3)=[CH:16][C:15]=2[F:28])=[O:12])=[CH:4][CH:3]=1.C(N(CC)CC)C.Cl[C:38](OC1C=CC=CC=1)=[O:39].[N:47]1([CH:53]2[CH2:58][CH2:57][NH:56][CH2:55][CH2:54]2)[CH2:52][CH2:51][CH2:50][CH2:49][CH2:48]1. (5) Given the product [C:1]([O:5][C:6](=[O:15])[NH:7][CH2:8][CH:9]1[CH2:14][CH2:13][CH2:12][N:11]([C:28](=[O:29])[C:27]2[CH:31]=[CH:32][CH:33]=[C:25]([C:24]([F:23])([F:34])[F:35])[CH:26]=2)[CH2:10]1)([CH3:4])([CH3:2])[CH3:3], predict the reactants needed to synthesize it. The reactants are: [C:1]([O:5][C:6](=[O:15])[NH:7][CH2:8][CH:9]1[CH2:14][CH2:13][CH2:12][NH:11][CH2:10]1)([CH3:4])([CH3:3])[CH3:2].C(N(CC)CC)C.[F:23][C:24]([F:35])([F:34])[C:25]1[CH:26]=[C:27]([CH:31]=[CH:32][CH:33]=1)[C:28](Cl)=[O:29]. (6) Given the product [Cl:3][C:4]1[CH:9]=[CH:8][CH:7]=[C:6]([F:10])[C:5]=1[O:11][C:13]1[CH:22]=[CH:21][C:20]2[C:15](=[C:16]([C:23]3[NH:31][C:30]4[CH2:29][CH2:28][NH:27][C:26](=[O:32])[C:25]=4[CH:24]=3)[CH:17]=[CH:18][CH:19]=2)[N:14]=1, predict the reactants needed to synthesize it. The reactants are: [H-].[Na+].[Cl:3][C:4]1[CH:9]=[CH:8][CH:7]=[C:6]([F:10])[C:5]=1[OH:11].Cl[C:13]1[CH:22]=[CH:21][C:20]2[C:15](=[C:16]([C:23]3[NH:31][C:30]4[CH2:29][CH2:28][NH:27][C:26](=[O:32])[C:25]=4[CH:24]=3)[CH:17]=[CH:18][CH:19]=2)[N:14]=1.C(O)(C(F)(F)F)=O. (7) Given the product [CH3:11][O:12][CH2:13][C:14]([NH:10][C@@H:8]1[CH2:9][C@H:7]1[C:1]1[CH:6]=[CH:5][CH:4]=[CH:3][CH:2]=1)=[O:15], predict the reactants needed to synthesize it. The reactants are: [C:1]1([C@@H:7]2[CH2:9][C@H:8]2[NH2:10])[CH:6]=[CH:5][CH:4]=[CH:3][CH:2]=1.[CH3:11][O:12][CH2:13][C:14](OC)=[O:15].